From a dataset of Forward reaction prediction with 1.9M reactions from USPTO patents (1976-2016). Predict the product of the given reaction. (1) Given the reactants [F:1][C:2]([F:7])([F:6])[C:3]([OH:5])=[O:4].[CH3:8][C:9]1[CH:14]=[C:13]([S:15]([CH3:18])(=[O:17])=[O:16])[CH:12]=[CH:11][C:10]=1[C:19]1[CH:24]=[CH:23][C:22]([O:25][CH2:26][CH:27]2[CH2:32][CH2:31][NH:30][CH2:29][CH2:28]2)=[CH:21][N:20]=1.Cl[C:34]([O:36][CH:37]([CH3:39])[CH3:38])=[O:35].C(N(CC)CC)C, predict the reaction product. The product is: [C:3]([OH:5])([C:2]([F:7])([F:6])[F:1])=[O:4].[C:34](=[O:35])([O-:16])[O-:36].[CH3:8][C:9]1[CH:14]=[C:13]([S:15]([CH3:18])(=[O:17])=[O:16])[CH:12]=[CH:11][C:10]=1[C:19]1[N:20]=[CH:21][C:22]([O:25][CH2:26][CH:27]2[CH2:32][CH2:31][N:30]([C:34]([O:36][CH:37]([CH3:39])[CH3:38])=[O:35])[CH2:29][CH2:28]2)=[CH:23][CH:24]=1. (2) The product is: [Br:1][C:2]1[CH:3]=[C:4]([C:5]([N:16]2[CH2:17][CH2:18][N:13]([CH3:12])[CH2:14][CH2:15]2)=[O:7])[CH:8]=[C:9]([I:11])[CH:10]=1. Given the reactants [Br:1][C:2]1[CH:3]=[C:4]([CH:8]=[C:9]([I:11])[CH:10]=1)[C:5]([OH:7])=O.[CH3:12][N:13]1[CH2:18][CH2:17][NH:16][CH2:15][CH2:14]1.CCN(C(C)C)C(C)C, predict the reaction product.